From a dataset of Catalyst prediction with 721,799 reactions and 888 catalyst types from USPTO. Predict which catalyst facilitates the given reaction. (1) Reactant: [CH3:1][O:2][C:3]1[CH:4]=[C:5]([NH:11][C:12](=[O:24])[CH2:13][C:14]([O:16]CC2C=CC=CC=2)=[O:15])[CH:6]=[CH:7][C:8]=1[O:9][CH3:10]. Product: [CH3:1][O:2][C:3]1[CH:4]=[C:5]([NH:11][C:12](=[O:24])[CH2:13][C:14]([OH:16])=[O:15])[CH:6]=[CH:7][C:8]=1[O:9][CH3:10]. The catalyst class is: 19. (2) The catalyst class is: 61. Reactant: [Cl:1][C:2]1[CH:7]=[C:6]([N:8]2[C:12]3=[N:13][CH:14]=[CH:15][CH:16]=[C:11]3[N:10]=[CH:9]2)[CH:5]=[CH:4][C:3]=1[CH2:17][C:18]([OH:20])=O.[CH3:21][N:22]1[CH2:27][CH2:26][N:25]([CH2:28][C:29]2[CH:34]=[CH:33][C:32]([NH2:35])=[CH:31][C:30]=2[C:36]([F:39])([F:38])[F:37])[CH2:24][CH2:23]1. Product: [Cl:1][C:2]1[CH:7]=[C:6]([N:8]2[C:12]3=[N:13][CH:14]=[CH:15][CH:16]=[C:11]3[N:10]=[CH:9]2)[CH:5]=[CH:4][C:3]=1[CH2:17][C:18]([NH:35][C:32]1[CH:33]=[CH:34][C:29]([CH2:28][N:25]2[CH2:24][CH2:23][N:22]([CH3:21])[CH2:27][CH2:26]2)=[C:30]([C:36]([F:39])([F:38])[F:37])[CH:31]=1)=[O:20]. (3) Reactant: [F:1][C:2]1[CH:16]=[C:15]([N+:17]([O-])=O)[CH:14]=[CH:13][C:3]=1[N:4]([CH2:9][CH:10]([CH3:12])[CH3:11])[CH2:5][CH:6]([CH3:8])[CH3:7].C(Cl)Cl. Product: [F:1][C:2]1[CH:16]=[C:15]([NH2:17])[CH:14]=[CH:13][C:3]=1[N:4]([CH2:9][CH:10]([CH3:12])[CH3:11])[CH2:5][CH:6]([CH3:7])[CH3:8]. The catalyst class is: 43. (4) Reactant: Cl[C:2]1[O:3][CH:4]=[C:5]([C:7]2[CH:12]=[CH:11][CH:10]=[C:9]([O:13][CH3:14])[CH:8]=2)[N:6]=1.[C:15]([O:19][C:20]([N:22]1[CH2:27][CH2:26][CH:25]([NH2:28])[CH2:24][CH2:23]1)=[O:21])([CH3:18])([CH3:17])[CH3:16].C(N(C(C)C)C(C)C)C. Product: [C:15]([O:19][C:20]([N:22]1[CH2:27][CH2:26][CH:25]([NH:28][C:2]2[O:3][CH:4]=[C:5]([C:7]3[CH:12]=[CH:11][CH:10]=[C:9]([O:13][CH3:14])[CH:8]=3)[N:6]=2)[CH2:24][CH2:23]1)=[O:21])([CH3:18])([CH3:16])[CH3:17]. The catalyst class is: 10. (5) Reactant: [I:1][C:2]1[CH:7]=[CH:6][C:5]([O:8][CH3:9])=[CH:4][C:3]=1[S:10][C:11]1[NH:12][C:13]2[CH:18]=[CH:17][N:16]=[C:15]([NH2:19])[C:14]=2[N:20]=1.[C:21]([O:24][CH2:25][CH2:26][CH2:27]Br)(=[O:23])[CH3:22].C([O-])([O-])=O.[Cs+].[Cs+].C(OCCCN1C2C=CN=C(N)C=2N=C1SC1C(Br)=CC2OCOC=2C=1)(=O)C. Product: [C:21]([O:24][CH2:25][CH2:26][CH2:27][N:12]1[C:13]2[CH:18]=[CH:17][N:16]=[C:15]([NH2:19])[C:14]=2[N:20]=[C:11]1[S:10][C:3]1[CH:4]=[C:5]([O:8][CH3:9])[CH:6]=[CH:7][C:2]=1[I:1])(=[O:23])[CH3:22]. The catalyst class is: 3. (6) Reactant: [F:1][C:2]1[CH:3]=[C:4]([CH:19]=[CH:20][CH:21]=1)[CH2:5][S:6][C:7]1[O:11][C:10]([C:12]2[CH:17]=[CH:16][N:15]=[C:14]([NH2:18])[CH:13]=2)=[N:9][N:8]=1.C(N(CC)CC)C.[C:29]1([CH2:35][CH2:36][C:37](Cl)=[O:38])[CH:34]=[CH:33][CH:32]=[CH:31][CH:30]=1. Product: [F:1][C:2]1[CH:3]=[C:4]([CH:19]=[CH:20][CH:21]=1)[CH2:5][S:6][C:7]1[O:11][C:10]([C:12]2[CH:17]=[CH:16][N:15]=[C:14]([NH:18][C:37](=[O:38])[CH2:36][CH2:35][C:29]3[CH:34]=[CH:33][CH:32]=[CH:31][CH:30]=3)[CH:13]=2)=[N:9][N:8]=1. The catalyst class is: 54. (7) Reactant: Cl.[NH2:2][CH:3]1[CH2:7][C:6]([F:9])([F:8])[CH2:5][CH:4]1[NH:10][C:11](=[O:23])[C:12]1[CH:17]=[CH:16][CH:15]=[CH:14][C:13]=1[N:18]1[N:22]=[CH:21][CH:20]=[N:19]1.Cl[C:25]1[CH:30]=[CH:29][C:28]([C:31]([F:34])([F:33])[F:32])=[CH:27][N:26]=1.CCN(C(C)C)C(C)C. Product: [F:8][C:6]1([F:9])[CH2:5][CH:4]([NH:10][C:11](=[O:23])[C:12]2[CH:17]=[CH:16][CH:15]=[CH:14][C:13]=2[N:18]2[N:19]=[CH:20][CH:21]=[N:22]2)[CH:3]([NH:2][C:25]2[CH:30]=[CH:29][C:28]([C:31]([F:34])([F:33])[F:32])=[CH:27][N:26]=2)[CH2:7]1. The catalyst class is: 16. (8) Reactant: [CH2:1]([N:3]1[C:11]2[C:6](=[CH:7][CH:8]=[C:9]([O:12][CH3:13])[CH:10]=2)[C:5]([C:14](=[O:16])[CH3:15])=[CH:4]1)[CH3:2].[CH2:17]([N:19]1C2C(=CC=C(OC)C=2)C=C1)C.COC(OC)N(C)C.N1CCCC1.Cl.NO. Product: [CH2:1]([N:3]1[C:11]2[C:6](=[CH:7][CH:8]=[C:9]([O:12][CH3:13])[CH:10]=2)[C:5]([C:14]2[O:16][N:19]=[CH:17][CH:15]=2)=[CH:4]1)[CH3:2]. The catalyst class is: 6. (9) Reactant: [C:1]([O:4][C@H:5]1[C@H:10]([N:11]=[C:12]=[S:13])[C@@H:9]([O:14][C:15](=[O:17])[CH3:16])[C@H:8]([O:18][C:19](=[O:21])[CH3:20])[C@@H:7]([CH2:22][O:23][C:24](=[O:26])[CH3:25])[O:6]1)(=[O:3])[CH3:2].[CH2:27]([NH2:31])[CH2:28][CH2:29][CH3:30].C([O-])(O)=O.[Na+]. Product: [C:1]([O:4][C@H:5]1[C@H:10]([NH:11][C:12]([NH:31][CH2:27][CH2:28][CH2:29][CH3:30])=[S:13])[C@@H:9]([O:14][C:15](=[O:17])[CH3:16])[C@H:8]([O:18][C:19](=[O:21])[CH3:20])[C@@H:7]([CH2:22][O:23][C:24](=[O:26])[CH3:25])[O:6]1)(=[O:3])[CH3:2]. The catalyst class is: 2.